From a dataset of Reaction yield outcomes from USPTO patents with 853,638 reactions. Predict the reaction yield, written as a fraction of the theoretical maximum amount of product (1.0 means a 100% yield; for example, 0.34 means a 34% yield). (1) The reactants are [CH3:1][O:2][C:3]1[CH:8]=[CH:7][CH:6]=[CH:5][C:4]=1[C:9]1[N:10]=[C:11]2[CH:16]([CH2:17][CH2:18][S:19][C:20]([C:33]3[CH:38]=[CH:37][CH:36]=[CH:35][CH:34]=3)([C:27]3[CH:32]=[CH:31][CH:30]=[CH:29][CH:28]=3)[C:21]3[CH:26]=[CH:25][CH:24]=[CH:23][CH:22]=3)[NH:15][CH2:14][CH2:13][N:12]2[CH:39]=1.[NH:40]([C:66]([O:68][C:69]([CH3:72])([CH3:71])[CH3:70])=[O:67])[C@H:41]([C:63](O)=[O:64])[CH2:42][S:43][C:44]([C:57]1[CH:62]=[CH:61][CH:60]=[CH:59][CH:58]=1)([C:51]1[CH:56]=[CH:55][CH:54]=[CH:53][CH:52]=1)[C:45]1[CH:50]=[CH:49][CH:48]=[CH:47][CH:46]=1.CN1CCOCC1.C1C=NC2N(O)N=NC=2C=1.C(Cl)CCl. The catalyst is C1COCC1. The product is [CH3:71][C:69]([CH3:72])([O:68][C:66]([NH:40][CH:41]([CH2:42][S:43][C:44]([C:57]1[CH:62]=[CH:61][CH:60]=[CH:59][CH:58]=1)([C:51]1[CH:52]=[CH:53][CH:54]=[CH:55][CH:56]=1)[C:45]1[CH:46]=[CH:47][CH:48]=[CH:49][CH:50]=1)[C:63]([N:15]1[CH2:14][CH2:13][N:12]2[CH:39]=[C:9]([C:4]3[CH:5]=[CH:6][CH:7]=[CH:8][C:3]=3[O:2][CH3:1])[N:10]=[C:11]2[CH:16]1[CH2:17][CH2:18][S:19][C:20]([C:33]1[CH:34]=[CH:35][CH:36]=[CH:37][CH:38]=1)([C:27]1[CH:28]=[CH:29][CH:30]=[CH:31][CH:32]=1)[C:21]1[CH:26]=[CH:25][CH:24]=[CH:23][CH:22]=1)=[O:64])=[O:67])[CH3:70]. The yield is 0.970. (2) The reactants are Br[CH2:2][C:3]([C:5]1[CH:10]=[CH:9][C:8]([F:11])=[CH:7][CH:6]=1)=[O:4].[S-:12][C:13]#[N:14].[K+].O. The catalyst is C(O)C. The product is [F:11][C:8]1[CH:9]=[CH:10][C:5]([C:3](=[O:4])[CH2:2][S:12][C:13]#[N:14])=[CH:6][CH:7]=1. The yield is 0.825. (3) The reactants are Cl[C:2]1[N:3]=[CH:4][C:5]2[C:10]([CH3:12])([CH3:11])[CH2:9][N:8]([S:13]([C:16]3[CH:17]=[CH:18][CH:19]=[C:20]4[C:25]=3[N:24]=[CH:23][CH:22]=[CH:21]4)(=[O:15])=[O:14])[C:6]=2[N:7]=1.[NH2:26][C:27]1[CH:32]=[CH:31][C:30]([N:33]2[CH2:38][CH2:37][CH:36]([N:39]([CH2:41][CH2:42][O:43][Si:44]([C:47]([CH3:50])([CH3:49])[CH3:48])([CH3:46])[CH3:45])[CH3:40])[CH2:35][CH2:34]2)=[CH:29][CH:28]=1.C([O-])([O-])=O.[K+].[K+].CC(C1C=C(C(C)C)C(C2C=CC=CC=2P(C2CCCCC2)C2CCCCC2)=C(C(C)C)C=1)C. The catalyst is C(O)(C)(C)C.C1C=CC(/C=C/C(/C=C/C2C=CC=CC=2)=O)=CC=1.C1C=CC(/C=C/C(/C=C/C2C=CC=CC=2)=O)=CC=1.C1C=CC(/C=C/C(/C=C/C2C=CC=CC=2)=O)=CC=1.[Pd].[Pd]. The product is [Si:44]([O:43][CH2:42][CH2:41][N:39]([CH3:40])[CH:36]1[CH2:37][CH2:38][N:33]([C:30]2[CH:29]=[CH:28][C:27]([NH:26][C:2]3[N:3]=[CH:4][C:5]4[C:10]([CH3:12])([CH3:11])[CH2:9][N:8]([S:13]([C:16]5[CH:17]=[CH:18][CH:19]=[C:20]6[C:25]=5[N:24]=[CH:23][CH:22]=[CH:21]6)(=[O:15])=[O:14])[C:6]=4[N:7]=3)=[CH:32][CH:31]=2)[CH2:34][CH2:35]1)([C:47]([CH3:50])([CH3:49])[CH3:48])([CH3:45])[CH3:46]. The yield is 0.190. (4) The reactants are [OH:1][C:2]1[CH:7]=[C:6]([O:8][CH2:9][CH2:10][CH2:11][O:12][CH3:13])[CH:5]=[CH:4][C:3]=1/[CH:14]=[C:15](\[O:20][CH3:21])/[C:16]([O:18][CH3:19])=[O:17].Cl[C:23]1[C:28]([Cl:29])=[CH:27][C:26]([C:30]([F:33])([F:32])[F:31])=[CH:25][N:24]=1.C(=O)([O-])[O-].[K+].[K+].O. The catalyst is CN(C)C=O. The product is [Cl:29][C:28]1[C:23]([O:1][C:2]2[CH:7]=[C:6]([O:8][CH2:9][CH2:10][CH2:11][O:12][CH3:13])[CH:5]=[CH:4][C:3]=2/[CH:14]=[C:15](\[O:20][CH3:21])/[C:16]([O:18][CH3:19])=[O:17])=[N:24][CH:25]=[C:26]([C:30]([F:32])([F:31])[F:33])[CH:27]=1. The yield is 0.930. (5) The reactants are [Cl:1][C:2]1[C:3]([O:12][C:13]2[CH:18]=[C:17]([OH:19])[CH:16]=[CH:15][C:14]=2/[CH:20]=[CH:21]/[C:22]([O:24][CH2:25][CH3:26])=[O:23])=[N:4][CH:5]=[C:6]([C:8]([F:11])([F:10])[F:9])[CH:7]=1.C(=O)([O-])[O-].[K+].[K+].[I-].[Na+].[CH3:35][O:36][CH2:37][CH2:38][O:39][CH2:40][CH2:41][CH2:42]Br.[Cl-].[NH4+]. The catalyst is CN(C)C=O. The product is [Cl:1][C:2]1[C:3]([O:12][C:13]2[CH:18]=[C:17]([O:19][CH2:42][CH2:41][CH2:40][O:39][CH2:38][CH2:37][O:36][CH3:35])[CH:16]=[CH:15][C:14]=2/[CH:20]=[CH:21]/[C:22]([O:24][CH2:25][CH3:26])=[O:23])=[N:4][CH:5]=[C:6]([C:8]([F:9])([F:11])[F:10])[CH:7]=1. The yield is 0.800. (6) The reactants are [CH3:1][N:2]1[C:10]2[C:5](=[CH:6][CH:7]=[CH:8][CH:9]=2)[C:4]([C:11]2[O:12][C:13]([C:16]3[CH:17]=[C:18]4[C:23](=[CH:24][CH:25]=3)[CH:22]=[C:21]([O:26][CH:27]([CH2:32][C:33]3[CH:38]=[CH:37][CH:36]=[CH:35][CH:34]=3)[C:28]([O:30]C)=[O:29])[CH:20]=[CH:19]4)=[CH:14][N:15]=2)=[CH:3]1.[OH-].[Na+].Cl. The catalyst is C1COCC1.CO.O. The product is [CH3:1][N:2]1[C:10]2[C:5](=[CH:6][CH:7]=[CH:8][CH:9]=2)[C:4]([C:11]2[O:12][C:13]([C:16]3[CH:17]=[C:18]4[C:23](=[CH:24][CH:25]=3)[CH:22]=[C:21]([O:26][CH:27]([CH2:32][C:33]3[CH:38]=[CH:37][CH:36]=[CH:35][CH:34]=3)[C:28]([OH:30])=[O:29])[CH:20]=[CH:19]4)=[CH:14][N:15]=2)=[CH:3]1. The yield is 0.900. (7) The reactants are [CH3:1][N:2]1[C:6]2[CH:7]=[C:8]([O:11][C:12]3[CH:17]=[CH:16][CH:15]=[C:14]([O:18][C:19]([F:22])([F:21])[F:20])[CH:13]=3)[CH:9]=[CH:10][C:5]=2[N:4]=[C:3]1[CH2:23][O:24][C:25]1[CH:26]=[C:27]([CH:32]=[CH:33][CH:34]=1)[C:28]([O:30]C)=[O:29].[OH-].[Na+].Cl. The catalyst is O1CCOCC1. The product is [CH3:1][N:2]1[C:6]2[CH:7]=[C:8]([O:11][C:12]3[CH:17]=[CH:16][CH:15]=[C:14]([O:18][C:19]([F:21])([F:20])[F:22])[CH:13]=3)[CH:9]=[CH:10][C:5]=2[N:4]=[C:3]1[CH2:23][O:24][C:25]1[CH:26]=[C:27]([CH:32]=[CH:33][CH:34]=1)[C:28]([OH:30])=[O:29]. The yield is 0.810. (8) The product is [CH3:44][C:45]1([CH3:52])[O:49][CH:48]([CH2:50][O:34][C:35]2[CH:40]=[CH:39][C:38]([C:41](=[O:43])[CH3:42])=[CH:37][CH:36]=2)[CH2:47][O:46]1. The yield is 0.830. The reactants are C1(P(C2C=CC=CC=2)C2C=CC=CC=2)C=CC=CC=1.N(C(OC(C)C)=O)=NC(OC(C)C)=O.[OH:34][C:35]1[CH:40]=[CH:39][C:38]([C:41](=[O:43])[CH3:42])=[CH:37][CH:36]=1.[CH3:44][C:45]1([CH3:52])[O:49][CH:48]([CH2:50]O)[CH2:47][O:46]1. The catalyst is C1COCC1.